Dataset: Forward reaction prediction with 1.9M reactions from USPTO patents (1976-2016). Task: Predict the product of the given reaction. Given the reactants [CH3:1][O:2][C:3]1[CH:8]=[CH:7][CH:6]=[C:5]([O:9][CH3:10])[C:4]=1[OH:11].Br[CH2:13][C:14]([O:16][CH2:17][CH3:18])=[O:15].C([O-])([O-])=O.[K+].[K+], predict the reaction product. The product is: [CH3:10][O:9][C:5]1[CH:6]=[CH:7][CH:8]=[C:3]([O:2][CH3:1])[C:4]=1[O:11][CH2:13][C:14]([O:16][CH2:17][CH3:18])=[O:15].